From a dataset of Catalyst prediction with 721,799 reactions and 888 catalyst types from USPTO. Predict which catalyst facilitates the given reaction. (1) Reactant: Cl.[NH:2]1[C:6]2[CH:7]=[CH:8][C:9]([C:11]3[N:16]=[C:15]4[N:17]([CH2:21][CH:22]5[CH2:27][CH2:26][O:25][CH2:24][CH2:23]5)[C:18](=[O:20])[NH:19][C:14]4=[N:13][CH:12]=3)=[CH:10][C:5]=2[N:4]=[CH:3]1.C[Sn](C)(C)C1C=CC2NC(C(OC(C)(C)C)=O)=NC=2C=1.BrC1N=C2N(CC3CCOCC3)C(=O)NC2=NC=1. Product: [NH:2]1[C:6]2[CH:7]=[CH:8][C:9]([C:11]3[N:16]=[C:15]4[N:17]([CH2:21][CH:22]5[CH2:27][CH2:26][O:25][CH2:24][CH2:23]5)[C:18](=[O:20])[NH:19][C:14]4=[N:13][CH:12]=3)=[CH:10][C:5]=2[N:4]=[CH:3]1. The catalyst class is: 233. (2) Reactant: [C:1]([O:5][CH:6]([C:11]1[N:15]([CH3:16])[N:14]=[C:13]([C:17]2[CH:22]=[CH:21][CH:20]=[CH:19][CH:18]=2)[C:12]=1[C:23]1[CH:24]=[CH:25][C:26]2[O:31][CH2:30][CH2:29][CH2:28][C:27]=2[CH:32]=1)[C:7]([O:9]C)=[O:8])([CH3:4])([CH3:3])[CH3:2].O1CCCC1.CO.[OH-].[Li+]. Product: [C:1]([O:5][CH:6]([C:11]1[N:15]([CH3:16])[N:14]=[C:13]([C:17]2[CH:22]=[CH:21][CH:20]=[CH:19][CH:18]=2)[C:12]=1[C:23]1[CH:24]=[CH:25][C:26]2[O:31][CH2:30][CH2:29][CH2:28][C:27]=2[CH:32]=1)[C:7]([OH:9])=[O:8])([CH3:4])([CH3:2])[CH3:3]. The catalyst class is: 6. (3) Reactant: [NH2:1][C:2]1[CH:7]=[CH:6][C:5]([C:8]2[CH:13]=[CH:12][CH:11]=[CH:10][C:9]=2[C:14]([NH:16][C:17]2[CH:22]=[CH:21][C:20]([N:23]([C:32]([O:34][C:35]([CH3:38])([CH3:37])[CH3:36])=[O:33])[CH2:24][CH2:25][C:26]3[CH:31]=[CH:30][CH:29]=[CH:28][N:27]=3)=[CH:19][CH:18]=2)=[O:15])=[CH:4][CH:3]=1.C(N(CC)CC)C.Cl[C:47]([O:49][CH3:50])=[O:48].S([O-])(O)(=O)=O.[K+]. Product: [C:35]([O:34][C:32]([N:23]([CH2:24][CH2:25][C:26]1[CH:31]=[CH:30][CH:29]=[CH:28][N:27]=1)[C:20]1[CH:21]=[CH:22][C:17]([NH:16][C:14]([C:9]2[CH:10]=[CH:11][CH:12]=[CH:13][C:8]=2[C:5]2[CH:6]=[CH:7][C:2]([NH:1][C:47]([O:49][CH3:50])=[O:48])=[CH:3][CH:4]=2)=[O:15])=[CH:18][CH:19]=1)=[O:33])([CH3:38])([CH3:37])[CH3:36]. The catalyst class is: 46. (4) The catalyst class is: 5. Reactant: [NH2:1][C:2]1[C:7]([CH2:8][OH:9])=[CH:6][C:5]([Br:10])=[CH:4][N:3]=1.[C:11](=O)(OC)[O:12]C.C[O-].[Na+]. Product: [Br:10][C:5]1[CH:4]=[N:3][C:2]2[NH:1][C:11](=[O:12])[O:9][CH2:8][C:7]=2[CH:6]=1. (5) Reactant: C([O:8][C:9]1[CH:35]=[CH:34][CH:33]=[CH:32][C:10]=1[CH2:11][C:12]1[C:13]([O:20][C@@H:21]2[O:29][C@H:28]([CH2:30][OH:31])[C@@H:26]([OH:27])[C@H:24]([OH:25])[C@H:22]2[OH:23])=[N:14][NH:15][C:16]=1[CH:17]([CH3:19])[CH3:18])C1C=CC=CC=1. Product: [C@@H:21]1([O:20][C:13]2[C:12]([CH2:11][C:10]3[CH:32]=[CH:33][CH:34]=[CH:35][C:9]=3[OH:8])=[C:16]([CH:17]([CH3:19])[CH3:18])[NH:15][N:14]=2)[O:29][C@H:28]([CH2:30][OH:31])[C@@H:26]([OH:27])[C@H:24]([OH:25])[C@H:22]1[OH:23]. The catalyst class is: 129.